This data is from Catalyst prediction with 721,799 reactions and 888 catalyst types from USPTO. The task is: Predict which catalyst facilitates the given reaction. (1) Reactant: [Br:1][C:2]1[CH:3]=[C:4]2[C:8](=[CH:9][CH:10]=1)[NH:7][CH2:6][C:5]2([CH3:12])[CH3:11].N1C=CC=CC=1.[C:19](OC(=O)C)(=[O:21])[CH3:20]. Product: [Br:1][C:2]1[CH:3]=[C:4]2[C:8](=[CH:9][CH:10]=1)[N:7]([C:19](=[O:21])[CH3:20])[CH2:6][C:5]2([CH3:12])[CH3:11]. The catalyst class is: 2. (2) Reactant: [CH3:1][C@H:2]1[CH2:7][CH2:6][C@H:5]([C:8]([N:10]([CH:25]2[CH2:30][CH2:29][N:28](C(OC(C)(C)C)=O)[CH2:27][CH2:26]2)[C:11]2[CH:15]=[C:14]([C:16]#[C:17][CH:18]([CH3:20])[CH3:19])[S:13][C:12]=2[C:21]([O:23][CH3:24])=[O:22])=[O:9])[CH2:4][CH2:3]1.FC(F)(F)C(O)=O. Product: [CH3:1][C@H:2]1[CH2:7][CH2:6][C@H:5]([C:8]([N:10]([CH:25]2[CH2:26][CH2:27][NH:28][CH2:29][CH2:30]2)[C:11]2[CH:15]=[C:14]([C:16]#[C:17][CH:18]([CH3:19])[CH3:20])[S:13][C:12]=2[C:21]([O:23][CH3:24])=[O:22])=[O:9])[CH2:4][CH2:3]1. The catalyst class is: 4. (3) Reactant: [O:1]1[CH:5]=[CH:4][CH:3]=[C:2]1[C:6]1[N:14]=[C:13]2[N:8]([C:9](SC)=[N:10][CH:11]=[C:12]2[CH2:15][N:16]2[CH2:21][CH2:20][N:19]([C:22]3[CH:27]=[CH:26][CH:25]=[CH:24][CH:23]=3)[CH2:18][CH2:17]2)[N:7]=1.C([OH:32])C.O.[OH-].[Li+].Cl. Product: [O:1]1[CH:5]=[CH:4][CH:3]=[C:2]1[C:6]1[N:14]=[C:13]2[N:8]([C:9](=[O:32])[NH:10][CH:11]=[C:12]2[CH2:15][N:16]2[CH2:21][CH2:20][N:19]([C:22]3[CH:27]=[CH:26][CH:25]=[CH:24][CH:23]=3)[CH2:18][CH2:17]2)[N:7]=1. The catalyst class is: 6. (4) Reactant: C([N:8]1[CH2:15][CH:14]2[CH2:16][CH:10]([CH2:11][N:12]([C:17]([NH:19][CH2:20][CH3:21])=[O:18])[CH2:13]2)[CH2:9]1)C1C=CC=CC=1. Product: [CH2:20]([NH:19][C:17]([N:12]1[CH2:13][CH:14]2[CH2:16][CH:10]([CH2:9][NH:8][CH2:15]2)[CH2:11]1)=[O:18])[CH3:21]. The catalyst class is: 29. (5) Reactant: [CH3:1][C:2]1([CH3:28])[O:7][C:6]2[CH:8]=[CH:9][C:10]([C@H:12]3[O:16][C:15](=[O:17])[N:14]([CH2:18][CH2:19][CH2:20][CH2:21][CH2:22][CH2:23][O:24][CH2:25][CH2:26][OH:27])[CH2:13]3)=[CH:11][C:5]=2[CH2:4][O:3]1.[H-].[Na+].[Cl:31][C:32]1[CH:39]=[CH:38][CH:37]=[C:36]([Cl:40])[C:33]=1[CH2:34]Br.P([O-])([O-])([O-])=O. Product: [Cl:31][C:32]1[CH:39]=[CH:38][CH:37]=[C:36]([Cl:40])[C:33]=1[CH2:34][O:27][CH2:26][CH2:25][O:24][CH2:23][CH2:22][CH2:21][CH2:20][CH2:19][CH2:18][N:14]1[CH2:13][C@@H:12]([C:10]2[CH:9]=[CH:8][C:6]3[O:7][C:2]([CH3:28])([CH3:1])[O:3][CH2:4][C:5]=3[CH:11]=2)[O:16][C:15]1=[O:17]. The catalyst class is: 3.